This data is from Reaction yield outcomes from USPTO patents with 853,638 reactions. The task is: Predict the reaction yield, written as a fraction of the theoretical maximum amount of product (1.0 means a 100% yield; for example, 0.34 means a 34% yield). No catalyst specified. The yield is 0.610. The product is [CH2:1]([O:8][C:9]1[CH:10]=[CH:11][C:12]([O:26][CH:27]([CH3:28])[CH3:29])=[C:13]([C:15]2[NH:25][C:18]3=[N:19][C:20]([C:23]([O:31][CH3:30])=[O:37])=[CH:21][CH:22]=[C:17]3[N:16]=2)[CH:14]=1)[C:2]1[CH:7]=[CH:6][CH:5]=[CH:4][CH:3]=1. The reactants are [CH2:1]([O:8][C:9]1[CH:10]=[CH:11][C:12]([O:26][CH:27]([CH3:29])[CH3:28])=[C:13]([C:15]2[NH:25][C:18]3=[N:19][C:20]([C:23]#N)=[CH:21][CH:22]=[C:17]3[N:16]=2)[CH:14]=1)[C:2]1[CH:7]=[CH:6][CH:5]=[CH:4][CH:3]=1.[C:30](=O)([O-])[OH:31].[Na+].Cl.C[OH:37].